Dataset: Reaction yield outcomes from USPTO patents with 853,638 reactions. Task: Predict the reaction yield, written as a fraction of the theoretical maximum amount of product (1.0 means a 100% yield; for example, 0.34 means a 34% yield). (1) The catalyst is CO. The reactants are [OH-].[Na+].[CH3:3][C:4]1[CH:5]=[C:6]([NH:10][C:11]2[S:12][C:13]([CH2:22][CH2:23][C:24]([O:26]C)=[O:25])=[C:14]([C:16]3[CH:21]=[CH:20][N:19]=[CH:18][CH:17]=3)[N:15]=2)[CH:7]=[CH:8][CH:9]=1. The yield is 0.990. The product is [CH3:3][C:4]1[CH:5]=[C:6]([NH:10][C:11]2[S:12][C:13]([CH2:22][CH2:23][C:24]([OH:26])=[O:25])=[C:14]([C:16]3[CH:21]=[CH:20][N:19]=[CH:18][CH:17]=3)[N:15]=2)[CH:7]=[CH:8][CH:9]=1. (2) The catalyst is CN(C=O)C. The yield is 0.850. The reactants are [CH3:1][O:2][C:3]1[CH:11]=[CH:10][C:6]([C:7]([OH:9])=[O:8])=[C:5]([N+:12]([O-:14])=[O:13])[CH:4]=1.[CH2:15]1CCN2C(=NCCC2)CC1.IC.O. The product is [CH3:1][O:2][C:3]1[CH:11]=[CH:10][C:6]([C:7]([O:9][CH3:15])=[O:8])=[C:5]([N+:12]([O-:14])=[O:13])[CH:4]=1.